From a dataset of Full USPTO retrosynthesis dataset with 1.9M reactions from patents (1976-2016). Predict the reactants needed to synthesize the given product. (1) Given the product [CH:1]1([S:18][C:13]2[CH:14]=[CH:15][CH:16]=[CH:17][C:12]=2[C:11]#[N:28])[CH2:3][CH2:2]1, predict the reactants needed to synthesize it. The reactants are: [CH:1]1([Mg]Br)[CH2:3][CH2:2]1.C1COCC1.[C:11](#[N:28])[C:12]1[CH:17]=[CH:16][CH:15]=[CH:14][C:13]=1[S:18][S:18][C:13]1[CH:14]=[CH:15][CH:16]=[CH:17][C:12]=1[C:11]#[N:28]. (2) Given the product [NH2:7][CH2:8][C:9]1[CH:10]=[C:11]([C:15]2[N:20]3[N:21]=[C:22]([NH:24][C:25]4[CH:30]=[CH:29][C:28]([O:31][CH2:32][CH2:33][N:34]5[CH2:35][CH2:36][CH2:37][CH2:38]5)=[CH:27][CH:26]=4)[N:23]=[C:19]3[CH:18]=[CH:17][CH:16]=2)[CH:12]=[CH:13][CH:14]=1, predict the reactants needed to synthesize it. The reactants are: C(OC(=O)[NH:7][CH2:8][C:9]1[CH:14]=[CH:13][CH:12]=[C:11]([C:15]2[N:20]3[N:21]=[C:22]([NH:24][C:25]4[CH:30]=[CH:29][C:28]([O:31][CH2:32][CH2:33][N:34]5[CH2:38][CH2:37][CH2:36][CH2:35]5)=[CH:27][CH:26]=4)[N:23]=[C:19]3[CH:18]=[CH:17][CH:16]=2)[CH:10]=1)(C)(C)C.FC(F)(F)C(O)=O.C(=O)([O-])O.[Na+]. (3) The reactants are: [F:1][C:2]1[CH:22]=[C:21](I)[CH:20]=[CH:19][C:3]=1[NH:4][C:5]1[C:6]([C:12]([NH:14][CH2:15][CH2:16][CH2:17][OH:18])=[O:13])=[CH:7][NH:8][C:9](=[O:11])[CH:10]=1.[Si:24]([C:28]#[CH:29])([CH3:27])([CH3:26])[CH3:25]. Given the product [F:1][C:2]1[CH:22]=[C:21]([C:29]#[C:28][Si:24]([CH3:27])([CH3:26])[CH3:25])[CH:20]=[CH:19][C:3]=1[NH:4][C:5]1[C:6]([C:12]([NH:14][CH2:15][CH2:16][CH2:17][OH:18])=[O:13])=[CH:7][NH:8][C:9](=[O:11])[CH:10]=1, predict the reactants needed to synthesize it. (4) Given the product [CH3:13][O:12][C:3]1[C:2]([Br:1])=[CH:11][C:10]2[CH2:9][CH2:8][CH2:7][CH2:6][C:5]=2[CH:4]=1, predict the reactants needed to synthesize it. The reactants are: [Br:1][C:2]1[C:3]([OH:12])=[CH:4][C:5]2[CH2:6][CH2:7][CH2:8][CH2:9][C:10]=2[CH:11]=1.[C:13]([O-])([O-])=O.[K+].[K+].IC.